Predict which catalyst facilitates the given reaction. From a dataset of Catalyst prediction with 721,799 reactions and 888 catalyst types from USPTO. (1) Reactant: [CH3:1][N:2]([CH2:19][CH:20]1[CH2:22]O1)[S:3]([C:6]([F:18])([F:17])[C:7]([F:16])([F:15])[C:8]([F:14])([F:13])[C:9]([F:12])([F:11])[F:10])(=[O:5])=[O:4].[CH3:23][NH:24][S:25]([C:28]([F:31])([F:30])[F:29])(=[O:27])=[O:26].[OH-:32].[Na+]. Product: [OH:32][CH:20]([CH2:22][N:24]([CH3:23])[S:25]([C:28]([F:31])([F:30])[F:29])(=[O:27])=[O:26])[CH2:19][N:2]([CH3:1])[S:3]([C:6]([F:17])([F:18])[C:7]([F:15])([F:16])[C:8]([F:14])([F:13])[C:9]([F:10])([F:11])[F:12])(=[O:5])=[O:4]. The catalyst class is: 1. (2) Reactant: [Br:1][C:2]1[CH:10]=[CH:9][C:8]([C:11]([NH2:13])=[O:12])=[C:7]2[C:3]=1[CH:4]=[C:5](I)[NH:6]2.[F-].[Cs+].[B-](F)(F)(F)[CH:18]=[CH2:19].[K+]. Product: [Br:1][C:2]1[CH:10]=[CH:9][C:8]([C:11]([NH2:13])=[O:12])=[C:7]2[C:3]=1[CH:4]=[C:5]([CH:18]=[CH2:19])[NH:6]2. The catalyst class is: 551. (3) Reactant: [Br:1]Br.C(O)(=O)C.[OH:7][C:8]1[C:17]2[C:12](=[CH:13][CH:14]=[C:15]([C:18]([O:20][CH3:21])=[O:19])[CH:16]=2)[CH:11]=[CH:10][N:9]=1. Product: [Br:1][C:11]1[C:12]2[C:17](=[CH:16][C:15]([C:18]([O:20][CH3:21])=[O:19])=[CH:14][CH:13]=2)[C:8]([OH:7])=[N:9][CH:10]=1. The catalyst class is: 6. (4) Reactant: C[O:2][C:3](=[O:19])[C@@H:4]([N:11]1[CH2:15][C:14]([O:16][CH3:17])=[CH:13][C:12]1=[O:18])[CH2:5][CH:6]1[CH2:10][CH2:9][CH2:8][CH2:7]1.O.[OH-].[Li+].Cl. Product: [CH:6]1([CH2:5][C@H:4]([N:11]2[CH2:15][C:14]([O:16][CH3:17])=[CH:13][C:12]2=[O:18])[C:3]([OH:19])=[O:2])[CH2:10][CH2:9][CH2:8][CH2:7]1. The catalyst class is: 30. (5) Reactant: [Cl:1][C:2]1[C:7]([N+:8]([O-:10])=[O:9])=[C:6]([OH:11])[CH:5]=[CH:4][N:3]=1.CCN(C(C)C)C(C)C.Cl[CH2:22][O:23][CH2:24][CH2:25][Si:26]([CH3:29])([CH3:28])[CH3:27]. The catalyst class is: 59. Product: [Cl:1][C:2]1[N:3]([CH2:22][O:23][CH2:24][CH2:25][Si:26]([CH3:29])([CH3:28])[CH3:27])[CH:4]=[CH:5][C:6](=[O:11])[C:7]=1[N+:8]([O-:10])=[O:9].